From a dataset of Reaction yield outcomes from USPTO patents with 853,638 reactions. Predict the reaction yield, written as a fraction of the theoretical maximum amount of product (1.0 means a 100% yield; for example, 0.34 means a 34% yield). (1) The reactants are [N:1]1([CH2:7][C:8]2[CH:13]=[CH:12][C:11]([C:14]#[C:15][C:16]3[CH:23]=[CH:22][C:19]([C:20]#N)=[CH:18][CH:17]=3)=[CH:10][CH:9]=2)[CH2:6][CH2:5][O:4][CH2:3][CH2:2]1.[Li+].[OH-:25].[OH2:26]. The catalyst is O1CCOCC1. The product is [N:1]1([CH2:7][C:8]2[CH:13]=[CH:12][C:11]([C:14]#[C:15][C:16]3[CH:23]=[CH:22][C:19]([C:20]([OH:26])=[O:25])=[CH:18][CH:17]=3)=[CH:10][CH:9]=2)[CH2:6][CH2:5][O:4][CH2:3][CH2:2]1. The yield is 0.710. (2) The reactants are Cl[C:2]1[N:7]=[C:6]([C:8]([NH2:10])=[O:9])[CH:5]=[C:4]([N:11]2[CH2:15][C@H:14]([OH:16])[C@@H:13]([OH:17])[CH2:12]2)[N:3]=1.[F:18][C:19]1[CH:40]=[CH:39][C:22]([O:23][C:24]2[CH:29]=[CH:28][C:27](B3OC(C)(C)C(C)(C)O3)=[CH:26][CH:25]=2)=[CH:21][CH:20]=1.C([O-])([O-])=O.[Na+].[Na+]. The catalyst is O1CCOCC1.C1C=CC(P(C2C=CC=CC=2)[C-]2C=CC=C2)=CC=1.C1C=CC(P(C2C=CC=CC=2)[C-]2C=CC=C2)=CC=1.Cl[Pd]Cl.[Fe+2]. The product is [OH:17][C@@H:13]1[C@@H:14]([OH:16])[CH2:15][N:11]([C:4]2[N:3]=[C:2]([C:27]3[CH:26]=[CH:25][C:24]([O:23][C:22]4[CH:21]=[CH:20][C:19]([F:18])=[CH:40][CH:39]=4)=[CH:29][CH:28]=3)[N:7]=[C:6]([C:8]([NH2:10])=[O:9])[CH:5]=2)[CH2:12]1. The yield is 0.740.